Task: Predict the product of the given reaction.. Dataset: Forward reaction prediction with 1.9M reactions from USPTO patents (1976-2016) The product is: [C:1]([O:4][CH2:5][C:6]1[C:11]([F:12])=[CH:10][C:9]([S:13](=[O:15])(=[O:16])[N:14]=[CH:20][N:21]([CH3:23])[CH3:22])=[CH:8][C:7]=1[Cl:17])(=[O:3])[CH3:2]. Given the reactants [C:1]([O:4][CH2:5][C:6]1[C:11]([F:12])=[CH:10][C:9]([S:13](=[O:16])(=[O:15])[NH2:14])=[CH:8][C:7]=1[Cl:17])(=[O:3])[CH3:2].CO[CH:20](OC)[N:21]([CH3:23])[CH3:22], predict the reaction product.